From a dataset of Catalyst prediction with 721,799 reactions and 888 catalyst types from USPTO. Predict which catalyst facilitates the given reaction. Reactant: [N:1]1[CH:6]=[CH:5][CH:4]=[CH:3][C:2]=1[C:7]1[CH:8]=[N:9][NH:10][C:11]=1[NH2:12].[NH:13]1[C:17]2[CH:18]=[CH:19][C:20]([C:22](=O)[CH2:23][C:24](OCC)=[O:25])=[CH:21][C:16]=2[N:15]=[N:14]1.CC1C=CC(S(O)(=O)=O)=CC=1. Product: [NH:13]1[C:17]2[CH:18]=[CH:19][C:20]([C:22]3[NH:12][C:11]4[N:10]([N:9]=[CH:8][C:7]=4[C:2]4[CH:3]=[CH:4][CH:5]=[CH:6][N:1]=4)[C:24](=[O:25])[CH:23]=3)=[CH:21][C:16]=2[N:15]=[N:14]1. The catalyst class is: 114.